Predict which catalyst facilitates the given reaction. From a dataset of Catalyst prediction with 721,799 reactions and 888 catalyst types from USPTO. (1) Reactant: [Cl:1][C:2]1[CH:7]=[CH:6][CH:5]=[C:4]([CH:8]2[CH2:10][CH2:9]2)[C:3]=1[C:11]([N:13]1[C:21]2[C:16](=[C:17]([F:22])[CH:18]=[CH:19][CH:20]=2)[C:15](I)=[N:14]1)=[O:12].[NH:24]1[CH2:29][CH2:28][CH:27]([C:30]([O:32][CH3:33])=[O:31])[CH2:26][CH2:25]1.COC(C)(C)C.C(=O)([O-])[O-].[Cs+].[Cs+]. Product: [Cl:1][C:2]1[CH:7]=[CH:6][CH:5]=[C:4]([CH:8]2[CH2:10][CH2:9]2)[C:3]=1[C:11]([N:13]1[C:21]2[C:16](=[C:17]([F:22])[CH:18]=[CH:19][CH:20]=2)[C:15]([N:24]2[CH2:29][CH2:28][CH:27]([C:30]([O:32][CH3:33])=[O:31])[CH2:26][CH2:25]2)=[N:14]1)=[O:12]. The catalyst class is: 684. (2) Reactant: [C:1]1([CH3:19])[CH:6]=[CH:5][CH:4]=[CH:3][C:2]=1[C:7]1[C:17]([NH2:18])=[CH:16][C:10]2[N:11]=[C:12]([NH2:15])[N:13]=[N:14][C:9]=2[CH:8]=1.C[Si]([N-][Si](C)(C)C)(C)C.[K+].[C:30]([N:34]=[C:35]=[O:36])([CH3:33])([CH3:32])[CH3:31].C([O-])(O)=O.[Na+]. Product: [NH2:15][C:12]1[N:13]=[N:14][C:9]2[CH:8]=[C:7]([C:2]3[CH:3]=[CH:4][CH:5]=[CH:6][C:1]=3[CH3:19])[C:17]([NH:18][C:35]([NH:34][C:30]([CH3:33])([CH3:32])[CH3:31])=[O:36])=[CH:16][C:10]=2[N:11]=1. The catalyst class is: 12. (3) Reactant: [F:1][C:2]1[CH:10]=[C:9]2[C:5]([C:6]([C:18]3[CH:19]=[CH:20][C:21]4[S:25](=[O:27])(=[O:26])[N:24]([CH:28]5[CH2:33][CH2:32][NH:31][C:30](=[O:34])[CH2:29]5)[CH:23]([CH3:35])[C:22]=4[CH:36]=3)=[CH:7][N:8]2C(OC(C)(C)C)=O)=[CH:4][CH:3]=1. Product: [F:1][C:2]1[CH:10]=[C:9]2[C:5]([C:6]([C:18]3[CH:19]=[CH:20][C:21]4[S:25](=[O:27])(=[O:26])[N:24]([CH:28]5[CH2:33][CH2:32][NH:31][C:30](=[O:34])[CH2:29]5)[CH:23]([CH3:35])[C:22]=4[CH:36]=3)=[CH:7][NH:8]2)=[CH:4][CH:3]=1. The catalyst class is: 209.